Dataset: Catalyst prediction with 721,799 reactions and 888 catalyst types from USPTO. Task: Predict which catalyst facilitates the given reaction. (1) Product: [CH:42]([S:39]([C:36]1[CH:35]=[CH:34][C:33]([C:19]2[N:20]=[C:21]([C:22]3[N:23]=[N:24][N:25]([C:27]4[CH:32]=[CH:31][CH:30]=[CH:29][CH:28]=4)[CH:26]=3)[C:16]([NH2:8])=[N:17][CH:18]=2)=[CH:38][CH:37]=1)(=[O:41])=[O:40])([CH3:44])[CH3:43]. The catalyst class is: 2. Reactant: C(OC([N:8]([C:16]1[C:21]([C:22]2[N:23]=[N:24][N:25]([C:27]3[CH:32]=[CH:31][CH:30]=[CH:29][CH:28]=3)[CH:26]=2)=[N:20][C:19]([C:33]2[CH:38]=[CH:37][C:36]([S:39]([CH:42]([CH3:44])[CH3:43])(=[O:41])=[O:40])=[CH:35][CH:34]=2)=[CH:18][N:17]=1)C(=O)OC(C)(C)C)=O)(C)(C)C.C(O)(C(F)(F)F)=O.CC#N. (2) Reactant: [CH:1]([NH:4][C:5]1[C:13]2[C:8](=[CH:9][C:10]([NH2:14])=[CH:11][CH:12]=2)[NH:7][N:6]=1)([CH3:3])[CH3:2].[C:15]1([S:21](Cl)(=[O:23])=[O:22])[CH:20]=[CH:19][CH:18]=[CH:17][CH:16]=1. Product: [CH:1]([NH:4][C:5]1[C:13]2[C:8](=[CH:9][C:10]([NH:14][S:21]([C:15]3[CH:20]=[CH:19][CH:18]=[CH:17][CH:16]=3)(=[O:23])=[O:22])=[CH:11][CH:12]=2)[NH:7][N:6]=1)([CH3:3])[CH3:2]. The catalyst class is: 17.